This data is from Choline transporter screen with 302,306 compounds. The task is: Binary Classification. Given a drug SMILES string, predict its activity (active/inactive) in a high-throughput screening assay against a specified biological target. The compound is s1c(cc(C(=O)NNC(=S)Nc2c(cccc2)C)c1)C. The result is 0 (inactive).